Predict which catalyst facilitates the given reaction. From a dataset of Catalyst prediction with 721,799 reactions and 888 catalyst types from USPTO. (1) Reactant: [Cl:1][C:2]1[CH:7]=[C:6]([Br:8])[C:5]([Cl:9])=[CH:4][C:3]=1[OH:10].Cl[CH2:12][C@@H:13]1[CH2:17][O:16][C:15]([CH3:19])([CH3:18])[O:14]1.C(=O)([O-])[O-].[K+].[K+].[Br-].[Na+]. Product: [Br:8][C:6]1[C:5]([Cl:9])=[CH:4][C:3]([O:10][CH2:12][C@@H:13]2[CH2:17][O:16][C:15]([CH3:19])([CH3:18])[O:14]2)=[C:2]([Cl:1])[CH:7]=1. The catalyst class is: 80. (2) Reactant: [NH2:1][C:2]1[CH:3]=[C:4]([C:8]2[CH:9]=[C:10]3[C:15](=[CH:16][CH:17]=2)[N:14]([CH3:18])[C:13](=[O:19])[CH2:12][CH2:11]3)[CH:5]=[N:6][CH:7]=1.C(N(CC)CC)C.[CH2:27]([S:29](Cl)(=[O:31])=[O:30])[CH3:28].O. Product: [CH3:18][N:14]1[C:15]2[C:10](=[CH:9][C:8]([C:4]3[CH:3]=[C:2]([NH:1][S:29]([CH2:27][CH3:28])(=[O:31])=[O:30])[CH:7]=[N:6][CH:5]=3)=[CH:17][CH:16]=2)[CH2:11][CH2:12][C:13]1=[O:19]. The catalyst class is: 2. (3) The catalyst class is: 27. Product: [CH:7]([O:10][C:11]1[C:16]([CH:17]=[CH2:1])=[CH:15][CH:14]=[CH:13][C:12]=1[C:19]1[CH:24]=[CH:23][CH:22]=[CH:21][CH:20]=1)([CH3:9])[CH3:8]. Reactant: [CH3:1]C(C)([O-])C.[K+].[CH:7]([O:10][C:11]1[C:16]([CH:17]=O)=[CH:15][CH:14]=[CH:13][C:12]=1[C:19]1[CH:24]=[CH:23][CH:22]=[CH:21][CH:20]=1)([CH3:9])[CH3:8].[Cl-].[NH4+]. (4) Reactant: CS(O[CH2:6][CH2:7][CH2:8][CH2:9][C:10]1[C:11]([CH2:25][CH2:26][CH3:27])=[N:12][N:13]([C:15]2[CH:20]=[CH:19][C:18]([C:21]([F:24])([F:23])[F:22])=[CH:17][N:16]=2)[CH:14]=1)(=O)=O.[H-].[Na+].[F:30][C:31]1[CH:36]=[CH:35][C:34]([C:37]2[C:41]([CH2:42][CH2:43][C:44]([O:46]CC)=[O:45])=[CH:40][NH:39][N:38]=2)=[CH:33][CH:32]=1.O. Product: [F:30][C:31]1[CH:32]=[CH:33][C:34]([C:37]2[C:41]([CH2:42][CH2:43][C:44]([OH:46])=[O:45])=[CH:40][N:39]([CH2:6][CH2:7][CH2:8][CH2:9][C:10]3[C:11]([CH2:25][CH2:26][CH3:27])=[N:12][N:13]([C:15]4[CH:20]=[CH:19][C:18]([C:21]([F:22])([F:23])[F:24])=[CH:17][N:16]=4)[CH:14]=3)[N:38]=2)=[CH:35][CH:36]=1. The catalyst class is: 9. (5) Reactant: [H-].[Na+].[CH:3]1([CH2:9][CH2:10][OH:11])[CH2:8][CH2:7][CH2:6][CH2:5][CH2:4]1.F[C:13]1[CH:20]=[CH:19][C:16]([CH:17]=[O:18])=[C:15]([C:21]([F:24])([F:23])[F:22])[CH:14]=1. Product: [CH:3]1([CH2:9][CH2:10][O:11][C:13]2[CH:20]=[CH:19][C:16]([CH:17]=[O:18])=[C:15]([C:21]([F:22])([F:24])[F:23])[CH:14]=2)[CH2:8][CH2:7][CH2:6][CH2:5][CH2:4]1. The catalyst class is: 9. (6) Reactant: [CH:1]1[C:13]2[N:12]([CH2:14][CH2:15][OH:16])[C:11]3[C:6](=[CH:7][CH:8]=[CH:9][CH:10]=3)[C:5]=2[CH:4]=[CH:3][CH:2]=1.[C:17](OC(=O)C)(=[O:19])[CH3:18]. Product: [C:17]([O:16][CH2:15][CH2:14][N:12]1[C:11]2[CH:10]=[CH:9][CH:8]=[CH:7][C:6]=2[C:5]2[C:13]1=[CH:1][CH:2]=[CH:3][CH:4]=2)(=[O:19])[CH3:18]. The catalyst class is: 4.